Dataset: Catalyst prediction with 721,799 reactions and 888 catalyst types from USPTO. Task: Predict which catalyst facilitates the given reaction. Reactant: [CH2:1]([N:8]1[CH2:13][CH2:12][CH2:11][C:10]([C:21]2[CH:33]=[CH:32][C:24]([C:25]([N:27]([CH2:30][CH3:31])[CH2:28][CH3:29])=[O:26])=[CH:23][CH:22]=2)([C:14]2[CH:19]=[CH:18][CH:17]=[C:16]([OH:20])[CH:15]=2)[CH2:9]1)[C:2]1[CH:7]=[CH:6][CH:5]=[CH:4][CH:3]=1.N1C=CC=CC=1.[S:40](O[S:40]([C:43]([F:46])([F:45])[F:44])(=[O:42])=[O:41])([C:43]([F:46])([F:45])[F:44])(=[O:42])=[O:41].C([O-])(O)=O.[Na+]. Product: [CH2:1]([N:8]1[CH2:13][CH2:12][CH2:11][C:10]([C:14]2[CH:15]=[C:16]([O:20][S:40]([C:43]([F:46])([F:45])[F:44])(=[O:42])=[O:41])[CH:17]=[CH:18][CH:19]=2)([C:21]2[CH:22]=[CH:23][C:24]([C:25](=[O:26])[N:27]([CH2:28][CH3:29])[CH2:30][CH3:31])=[CH:32][CH:33]=2)[CH2:9]1)[C:2]1[CH:7]=[CH:6][CH:5]=[CH:4][CH:3]=1. The catalyst class is: 2.